Task: Predict the product of the given reaction.. Dataset: Forward reaction prediction with 1.9M reactions from USPTO patents (1976-2016) (1) Given the reactants [CH2:1]([NH:3][C:4]([C:6]1[C:10](Br)=[C:9]([C:12]2[CH:17]=[C:16]([Cl:18])[C:15]([O:19][CH2:20][C:21]3[CH:26]=[CH:25][CH:24]=[CH:23][CH:22]=3)=[CH:14][C:13]=2[O:27][CH2:28][C:29]2[CH:34]=[CH:33][CH:32]=[CH:31][CH:30]=2)[O:8][N:7]=1)=[O:5])[CH3:2].[Cl:35][C:36]1[CH:37]=[C:38](B(O)O)[CH:39]=[CH:40][CH:41]=1, predict the reaction product. The product is: [CH2:1]([NH:3][C:4]([C:6]1[C:10]([C:40]2[CH:39]=[CH:38][CH:37]=[C:36]([Cl:35])[CH:41]=2)=[C:9]([C:12]2[CH:17]=[C:16]([Cl:18])[C:15]([O:19][CH2:20][C:21]3[CH:26]=[CH:25][CH:24]=[CH:23][CH:22]=3)=[CH:14][C:13]=2[O:27][CH2:28][C:29]2[CH:34]=[CH:33][CH:32]=[CH:31][CH:30]=2)[O:8][N:7]=1)=[O:5])[CH3:2]. (2) The product is: [Br:13][C:8]1[CH:9]=[CH:10][C:5]2[O:4][C:3](=[O:11])[C:2]([CH3:12])([CH3:1])[C:6]=2[CH:7]=1. Given the reactants [CH3:1][C:2]1([CH3:12])[C:6]2[CH:7]=[CH:8][CH:9]=[CH:10][C:5]=2[O:4][C:3]1=[O:11].[Br:13]Br, predict the reaction product. (3) Given the reactants CSC.[CH:4]([Mg]Br)([CH3:6])[CH3:5].[Cl:9][C:10]1[CH:15]=[CH:14][C:13](/[CH:16]=[CH:17]/[C:18]([N:20]2[C@@H:24]([C:25]3[CH:30]=[CH:29][CH:28]=[CH:27][CH:26]=3)[CH2:23][O:22][C:21]2=[O:31])=[O:19])=[CH:12][CH:11]=1, predict the reaction product. The product is: [Cl:9][C:10]1[CH:11]=[CH:12][C:13]([C@@H:16]([CH:4]([CH3:6])[CH3:5])[CH2:17][C:18]([N:20]2[C@@H:24]([C:25]3[CH:26]=[CH:27][CH:28]=[CH:29][CH:30]=3)[CH2:23][O:22][C:21]2=[O:31])=[O:19])=[CH:14][CH:15]=1.